This data is from Full USPTO retrosynthesis dataset with 1.9M reactions from patents (1976-2016). The task is: Predict the reactants needed to synthesize the given product. (1) Given the product [CH3:34][C@H:35]1[CH2:40][CH2:39][C@H:38]([C:41]([N:12]([C@H:9]([C:7]([N:1]2[CH2:6][CH2:5][O:4][CH2:3][CH2:2]2)=[O:8])[CH2:10][CH3:11])[C:13]2[CH:17]=[C:16]([C:18]3[CH:23]=[CH:22][CH:21]=[CH:20][CH:19]=3)[S:15][C:14]=2[C:24]([O:26][CH3:27])=[O:25])=[O:42])[CH2:37][CH2:36]1, predict the reactants needed to synthesize it. The reactants are: [N:1]1([C:7]([C@@H:9]([NH:12][C:13]2[CH:17]=[C:16]([C:18]3[CH:23]=[CH:22][CH:21]=[CH:20][CH:19]=3)[S:15][C:14]=2[C:24]([O:26][CH3:27])=[O:25])[CH2:10][CH3:11])=[O:8])[CH2:6][CH2:5][O:4][CH2:3][CH2:2]1.N1C=CC=CC=1.[CH3:34][C@H:35]1[CH2:40][CH2:39][C@H:38]([C:41](Cl)=[O:42])[CH2:37][CH2:36]1. (2) Given the product [CH2:1]([O:3][C:4]([C:6]1[C:11]([NH2:12])=[C:10]([C:15]([O:17][CH2:18][CH3:19])=[O:16])[CH:9]=[CH:8][N:7]=1)=[O:5])[CH3:2], predict the reactants needed to synthesize it. The reactants are: [CH2:1]([O:3][C:4]([C:6]1[C:11]([N+:12]([O-])=O)=[C:10]([C:15]([O:17][CH2:18][CH3:19])=[O:16])[CH:9]=[CH:8][N:7]=1)=[O:5])[CH3:2].